This data is from Full USPTO retrosynthesis dataset with 1.9M reactions from patents (1976-2016). The task is: Predict the reactants needed to synthesize the given product. (1) Given the product [CH2:21]([O:20][C:18]([NH:17][C@@H:11]1[CH2:10][C:9]2[CH:8]=[C:7]([C:37]3[CH:38]=[CH:39][C:34]([C:32]([O:31][CH3:30])=[O:33])=[CH:35][CH:36]=3)[CH:16]=[CH:15][C:14]=2[CH2:13][CH2:12]1)=[O:19])[C:22]1[CH:27]=[CH:26][CH:25]=[CH:24][CH:23]=1, predict the reactants needed to synthesize it. The reactants are: FC(F)(F)S(O[C:7]1[CH:16]=[CH:15][C:14]2[CH2:13][CH2:12][C@H:11]([NH:17][C:18]([O:20][CH2:21][C:22]3[CH:27]=[CH:26][CH:25]=[CH:24][CH:23]=3)=[O:19])[CH2:10][C:9]=2[CH:8]=1)(=O)=O.[CH3:30][O:31][C:32]([C:34]1[CH:39]=[CH:38][C:37](B(O)O)=[CH:36][CH:35]=1)=[O:33].C(=O)([O-])[O-].[Na+].[Na+]. (2) Given the product [Cl:16][C:17]1[CH:22]=[C:21]([C:1]2[CH:6]=[CH:5][CH:4]=[CH:3][CH:2]=2)[N:20]=[C:19]([CH3:24])[N:18]=1, predict the reactants needed to synthesize it. The reactants are: [C:1]1(B(O)O)[CH:6]=[CH:5][CH:4]=[CH:3][CH:2]=1.C(=O)([O-])[O-].[K+].[K+].[Cl:16][C:17]1[CH:22]=[C:21](Cl)[N:20]=[C:19]([CH3:24])[N:18]=1.[Cl-].[NH4+]. (3) Given the product [CH:5]12[O:22][CH:4]1[CH2:3][CH2:2][N:1]([C:7]([O:9][CH2:10][C:11]1[CH:12]=[CH:13][CH:14]=[CH:15][CH:16]=1)=[O:8])[CH2:6]2, predict the reactants needed to synthesize it. The reactants are: [N:1]1([C:7]([O:9][CH2:10][C:11]2[CH:16]=[CH:15][CH:14]=[CH:13][CH:12]=2)=[O:8])[CH2:6][CH:5]=[CH:4][CH2:3][CH2:2]1.ClC1C=C(C=CC=1)C(OO)=[O:22].CCCCCC.C(OCC)(=O)C. (4) Given the product [CH3:1][O:2][C:3]1[CH:8]=[CH:7][C:6]([CH2:9][CH2:10][OH:11])=[C:5]([N+:13]([O-:15])=[O:14])[CH:4]=1, predict the reactants needed to synthesize it. The reactants are: [CH3:1][O:2][C:3]1[CH:8]=[CH:7][C:6]([CH2:9][C:10](O)=[O:11])=[C:5]([N+:13]([O-:15])=[O:14])[CH:4]=1. (5) Given the product [CH2:44]([C:2]1[CH:3]=[C:4]2[C:8](=[CH:9][C:10]=1[N+:11]([O-:13])=[O:12])[N:7]([C:14]([C:15]1[CH:16]=[CH:17][CH:18]=[CH:19][CH:20]=1)([C:27]1[CH:32]=[CH:31][CH:30]=[CH:29][CH:28]=1)[C:21]1[CH:26]=[CH:25][CH:24]=[CH:23][CH:22]=1)[N:6]=[C:5]2[C:33]1[CH:38]=[CH:37][N:36]=[C:35]([CH3:39])[CH:34]=1)[CH:43]=[CH2:42], predict the reactants needed to synthesize it. The reactants are: Br[C:2]1[CH:3]=[C:4]2[C:8](=[CH:9][C:10]=1[N+:11]([O-:13])=[O:12])[N:7]([C:14]([C:27]1[CH:32]=[CH:31][CH:30]=[CH:29][CH:28]=1)([C:21]1[CH:26]=[CH:25][CH:24]=[CH:23][CH:22]=1)[C:15]1[CH:20]=[CH:19][CH:18]=[CH:17][CH:16]=1)[N:6]=[C:5]2[C:33]1[CH:38]=[CH:37][N:36]=[C:35]([CH3:39])[CH:34]=1.[Cl-].[Li+].[CH2:42]([Sn](CCCC)(CCCC)CCCC)[CH:43]=[CH2:44].C(C1C=C(C)C=C(C(C)(C)C)C=1O)(C)(C)C. (6) Given the product [CH2:12]([O:19][CH2:20][CH2:21][S:22][C:4]1[CH:11]=[CH:10][CH:9]=[CH:8][C:5]=1[C:6]#[N:7])[C:13]1[CH:18]=[CH:17][CH:16]=[CH:15][CH:14]=1, predict the reactants needed to synthesize it. The reactants are: [N+]([C:4]1[CH:11]=[CH:10][CH:9]=[CH:8][C:5]=1[C:6]#[N:7])([O-])=O.[CH2:12]([O:19][CH2:20][CH2:21][SH:22])[C:13]1[CH:18]=[CH:17][CH:16]=[CH:15][CH:14]=1.[OH-].[K+]. (7) The reactants are: C[Al](C)C.[C:5]([NH2:9])([CH3:8])([CH3:7])[CH3:6].C[O:11][C:12](=O)[C:13]1[CH:18]=[CH:17][C:16]([O:19][CH2:20][C:21]2[C:22]([C:28]3[CH:33]=[CH:32][C:31]([F:34])=[C:30]([F:35])[CH:29]=3)=[N:23][O:24][C:25]=2[CH2:26][OH:27])=[N:15][CH:14]=1.C(OCC)(=O)C. Given the product [C:5]([NH:9][C:12](=[O:11])[C:13]1[CH:18]=[CH:17][C:16]([O:19][CH2:20][C:21]2[C:22]([C:28]3[CH:33]=[CH:32][C:31]([F:34])=[C:30]([F:35])[CH:29]=3)=[N:23][O:24][C:25]=2[CH2:26][OH:27])=[N:15][CH:14]=1)([CH3:8])([CH3:7])[CH3:6], predict the reactants needed to synthesize it. (8) Given the product [Cl:21][C:19]1[CH:18]=[CH:17][C:16]2[N:15]([N:14]=[C:25]([CH2:24][Cl:23])[N:22]=2)[CH:20]=1, predict the reactants needed to synthesize it. The reactants are: CC1C=C(C)C=C(C)C=1S([O-])(=O)=O.[NH2:14][N:15]1[CH:20]=[C:19]([Cl:21])[CH:18]=[CH:17][C:16]1=[NH2+:22].[Cl:23][CH2:24][C:25](Cl)=O.N1C=CC=CC=1.C([O-])(O)=O.[Na+]. (9) Given the product [Cl:1][C:2]1[CH:3]=[C:4]([S:9]([NH:12][C:13]2[CH:21]=[C:20]3[C:16]([C:17]([C:23](=[O:27])[C:24]([NH2:28])=[O:25])=[CH:18][N:19]3[CH3:22])=[CH:15][CH:14]=2)(=[O:11])=[O:10])[CH:5]=[C:6]([Cl:8])[CH:7]=1, predict the reactants needed to synthesize it. The reactants are: [Cl:1][C:2]1[CH:3]=[C:4]([S:9]([NH:12][C:13]2[CH:21]=[C:20]3[C:16]([C:17]([C:23](=[O:27])[C:24](Cl)=[O:25])=[CH:18][N:19]3[CH3:22])=[CH:15][CH:14]=2)(=[O:11])=[O:10])[CH:5]=[C:6]([Cl:8])[CH:7]=1.[NH3:28]. (10) Given the product [C:1]([O:6][CH2:7][CH2:8][CH2:9][CH2:10][CH2:11][CH2:12][O:13][C:14]1[CH:15]=[CH:16][C:17]([C:18]([O:62][C:55]2[C:56]3[C:61](=[CH:60][CH:59]=[CH:58][CH:57]=3)[C:52](/[N:51]=[N:50]/[C:47]3[CH:46]=[CH:45][C:44](/[N:43]=[N:42]/[C:39]4[CH:38]=[CH:37][C:36](/[N:35]=[N:34]/[C:27]5[C:28]6[C:33](=[CH:32][CH:31]=[CH:30][CH:29]=6)[C:24]([O:23][C:18](=[O:19])[C:17]6[CH:21]=[CH:22][C:14]([O:13][CH2:12][CH2:11][CH2:10][CH2:9][CH2:8][CH2:7][O:6][C:1](=[O:5])[C:2]([CH3:4])=[CH2:3])=[CH:15][CH:16]=6)=[CH:25][CH:26]=5)=[CH:41][CH:40]=4)=[CH:49][CH:48]=3)=[CH:53][CH:54]=2)=[O:19])=[CH:21][CH:22]=1)(=[O:63])[C:2]([CH3:4])=[CH2:3], predict the reactants needed to synthesize it. The reactants are: [C:1]([O:6][CH2:7][CH2:8][CH2:9][CH2:10][CH2:11][CH2:12][O:13][C:14]1[CH:22]=[CH:21][C:17]([C:18](O)=[O:19])=[CH:16][CH:15]=1)(=[O:5])[C:2]([CH3:4])=[CH2:3].[OH:23][C:24]1[C:33]2[C:28](=[CH:29][CH:30]=[CH:31][CH:32]=2)[C:27](/[N:34]=[N:35]/[C:36]2[CH:41]=[CH:40][C:39](/[N:42]=[N:43]/[C:44]3[CH:49]=[CH:48][C:47](/[N:50]=[N:51]/[C:52]4[C:61]5[C:56](=[CH:57][CH:58]=[CH:59][CH:60]=5)[C:55]([OH:62])=[CH:54][CH:53]=4)=[CH:46][CH:45]=3)=[CH:38][CH:37]=2)=[CH:26][CH:25]=1.[OH2:63].